Task: Binary Classification. Given a miRNA mature sequence and a target amino acid sequence, predict their likelihood of interaction.. Dataset: Experimentally validated miRNA-target interactions with 360,000+ pairs, plus equal number of negative samples (1) The protein sequence of the target gene is MSSCNFTHATFVLIGIPGLEKAHFWVGFPLLSMYVVAMFGNCIVVFIVRTERSLHAPMYLFLCMLAAIDLALSTSTMPKILALFWFDSREISFEACLTQMFFIHALSAIESTILLAMAFDRYVAICHPLRHAAVLNNTVTAQIGIVAVVRGSLFFFPLPLLIKRLAFCHSNVLSHSYCVHQDVMKLAYADTLPNVVYGLTAILLVMGVDVMFISLSYFLIIRTVLQLPSKSERAKAFGTCVSHIGVVLAFYVPLIGLSVVHRFGNSLHPIVRVVMGDIYLLLPPVINPIIYGAKTKQIRT.... Result: 0 (no interaction). The miRNA is hsa-miR-107 with sequence AGCAGCAUUGUACAGGGCUAUCA. (2) The miRNA is hsa-miR-8055 with sequence CUUUGAGCACAUGAGCAGACGGA. The protein sequence of the target gene is MEISSHQSHLLQQLNEQRRQDVFCDCSILVEGKVFKAHRNVLFASSGYFKMLLSQNSKETSQPTTATFQAFSPDTFTVILDFVYSGKLSLTGQNVIEVMSAASFLQMTDVISVCKTFIKSSLDISEKEKDRYFSLSDKDANSNGVERSSFYSGGWQEGSSSPRSHLSPEQGTGIISGKSWNKYNYHPASQKNTQQPLAKHEPRKESIKKTKHLRLSQPSEVTHYKSSKREVRTSDSSSHVSQSEEQAQIDAEMDSTPVGYQYGQGSDVTSKSFPDDLPRMRFKCPYCTHVVKRKADLKRH.... Result: 1 (interaction).